Dataset: Reaction yield outcomes from USPTO patents with 853,638 reactions. Task: Predict the reaction yield, written as a fraction of the theoretical maximum amount of product (1.0 means a 100% yield; for example, 0.34 means a 34% yield). The reactants are [CH3:1][N:2]([CH3:32])[CH2:3][CH2:4][CH2:5][O:6][C:7]1[CH:12]=[CH:11][C:10]([C:13]2[CH:14]=[C:15]3[C:25]4[C:20](=[CH:21][N:22]=[C:23]([C:26]5[CH:27]=[N:28][CH:29]=[CH:30][CH:31]=5)[CH:24]=4)[NH:19][C:16]3=[N:17][CH:18]=2)=[CH:9][CH:8]=1.[CH3:33][C:34]1(C)[C:38](C)(C)OB(C2C=CC(OCCCN3CCCCC3)=CC=2)O1.BrC1C=C2C3C(=CN=C(C4C=NC=CC=4)C=3)NC2=NC=1. No catalyst specified. The product is [N:2]1([CH2:3][CH2:4][CH2:5][O:6][C:7]2[CH:8]=[CH:9][C:10]([C:13]3[CH:14]=[C:15]4[C:25]5[C:20](=[CH:21][N:22]=[C:23]([C:26]6[CH:27]=[N:28][CH:29]=[CH:30][CH:31]=6)[CH:24]=5)[NH:19][C:16]4=[N:17][CH:18]=3)=[CH:11][CH:12]=2)[CH2:1][CH2:38][CH2:34][CH2:33][CH2:32]1. The yield is 0.260.